From a dataset of Catalyst prediction with 721,799 reactions and 888 catalyst types from USPTO. Predict which catalyst facilitates the given reaction. (1) Reactant: [C:1]([O:5][CH2:6][C:7]([CH:13]1[CH2:18][CH2:17][CH2:16][CH2:15][CH2:14]1)([CH2:10][O:11][CH3:12])[CH2:8][OH:9])([CH3:4])([CH3:3])[CH3:2].[H-].[Na+].[CH3:21]I. Product: [C:1]([O:5][CH2:6][C:7]([CH:13]1[CH2:14][CH2:15][CH2:16][CH2:17][CH2:18]1)([CH2:8][O:9][CH3:21])[CH2:10][O:11][CH3:12])([CH3:4])([CH3:2])[CH3:3]. The catalyst class is: 1. (2) Reactant: [NH:1]1[C:5]2[CH:6]=[CH:7][CH:8]=[CH:9][C:4]=2[N:3]=[C:2]1[C:10]1[CH:11]=[C:12]([N:17]2[CH2:26][CH2:25][C:20]3(OCC[O:21]3)[CH2:19][CH2:18]2)[CH:13]=[CH:14][C:15]=1[Cl:16].OS(O)(=O)=O.C([O-])([O-])=O.[Na+].[Na+]. Product: [NH:1]1[C:5]2[CH:6]=[CH:7][CH:8]=[CH:9][C:4]=2[N:3]=[C:2]1[C:10]1[CH:11]=[C:12]([N:17]2[CH2:26][CH2:25][C:20](=[O:21])[CH2:19][CH2:18]2)[CH:13]=[CH:14][C:15]=1[Cl:16]. The catalyst class is: 6. (3) Reactant: C(OC([N:8]1[C:38]2[C:33](=[CH:34][CH:35]=[C:36]([Cl:39])[CH:37]=2)[C:10]2([CH:15]([C:16]3[CH:21]=[CH:20][CH:19]=[C:18]([Cl:22])[CH:17]=3)[CH2:14][C:13](=[O:23])[NH:12][CH:11]2[C:24]2[CH:29]=[C:28]([F:30])[CH:27]=[CH:26][C:25]=2[CH2:31]Br)[C:9]1=[O:40])=O)(C)(C)C.C([O-])([O-])=O.[K+].[K+].[CH3:47][S:48]([N:51]1[CH2:56][CH2:55][NH:54][CH2:53][CH2:52]1)(=[O:50])=[O:49]. Product: [Cl:39][C:36]1[CH:37]=[C:38]2[NH:8][C:9](=[O:40])[C@:10]3([C@H:15]([C:16]4[CH:21]=[CH:20][CH:19]=[C:18]([Cl:22])[CH:17]=4)[CH2:14][C:13](=[O:23])[NH:12][C@@H:11]3[C:24]3[CH:29]=[C:28]([F:30])[CH:27]=[CH:26][C:25]=3[CH2:31][N:54]3[CH2:55][CH2:56][N:51]([S:48]([CH3:47])(=[O:50])=[O:49])[CH2:52][CH2:53]3)[C:33]2=[CH:34][CH:35]=1. The catalyst class is: 10. (4) Reactant: C(OC([N:6]1[CH2:19][CH2:18][C:9]2[C:10]3[CH:15]=[N:14][C:13]([CH3:16])=[N:12][C:11]=3[S:17][C:8]=2[CH2:7]1)=O)C.O.[OH-].[Na+]. Product: [CH3:16][C:13]1[N:14]=[CH:15][C:10]2[C:9]3[CH2:18][CH2:19][NH:6][CH2:7][C:8]=3[S:17][C:11]=2[N:12]=1. The catalyst class is: 14. (5) Reactant: [CH3:1][O:2][C:3]1[CH:4]=[C:5]([NH:13][C:14]2[N:15]=[N:16][C:17]([CH:20]([NH:22][C:23]([C:25]3[CH:29]=[CH:28][O:27][CH:26]=3)=O)[CH3:21])=[CH:18][N:19]=2)[CH:6]=[C:7]([O:11][CH3:12])[C:8]=1[O:9][CH3:10].N1C=NC=N1.P(Cl)(Cl)(Cl)=O. Product: [O:27]1[CH:28]=[CH:29][C:25]([C:23]2[N:16]3[C:17]([CH:18]=[N:19][C:14]([NH:13][C:5]4[CH:4]=[C:3]([O:2][CH3:1])[C:8]([O:9][CH3:10])=[C:7]([O:11][CH3:12])[CH:6]=4)=[N:15]3)=[C:20]([CH3:21])[N:22]=2)=[CH:26]1. The catalyst class is: 17. (6) Reactant: [F:1][C:2]([F:28])([F:27])[C:3]([CH2:18][NH:19]CC1C=CC=CC=1)([OH:17])[CH2:4][C:5]([C:8]1[CH:13]=[C:12]([F:14])[CH:11]=[CH:10][C:9]=1[O:15][CH3:16])([CH3:7])[CH3:6].[H][H]. Product: [NH2:19][CH2:18][C:3]([OH:17])([CH2:4][C:5]([C:8]1[CH:13]=[C:12]([F:14])[CH:11]=[CH:10][C:9]=1[O:15][CH3:16])([CH3:7])[CH3:6])[C:2]([F:28])([F:27])[F:1]. The catalyst class is: 29. (7) Reactant: [Cl:1][C:2]1[CH:3]=[C:4]([N:8]=[N:9][CH:10]([C:14]#[N:15])[C:11]([NH2:13])=[O:12])[CH:5]=[CH:6][CH:7]=1.[Al+3].[Cl-].[Cl-].[Cl-].Cl. Product: [NH2:15][C:14]1[C:5]2[C:4](=[CH:3][C:2]([Cl:1])=[CH:7][CH:6]=2)[N:8]=[N:9][C:10]=1[C:11]([NH2:13])=[O:12]. The catalyst class is: 11. (8) Reactant: [Br:1][C:2]1[CH:11]=[CH:10][C:9]([S:12](Cl)(=[O:14])=[O:13])=[C:8]2[C:3]=1[CH:4]=[CH:5][N:6]=[CH:7]2.[F:16][C:17]([F:22])([F:21])[C@@H:18]([NH2:20])[CH3:19]. Product: [Br:1][C:2]1[CH:11]=[CH:10][C:9]([S:12]([NH:20][C@@H:18]([CH3:19])[C:17]([F:22])([F:21])[F:16])(=[O:14])=[O:13])=[C:8]2[C:3]=1[CH:4]=[CH:5][N:6]=[CH:7]2. The catalyst class is: 377. (9) Reactant: [CH2:1]([N:3]([CH2:27][CH3:28])[CH2:4][CH2:5][CH2:6][O:7][C:8]1[N:13]=[CH:12][C:11]([NH:14][C:15]([C:17]2[C:25]3[C:24](=O)[CH2:23][CH2:22][CH2:21][C:20]=3[NH:19][N:18]=2)=[O:16])=[CH:10][CH:9]=1)[CH3:2].[CH3:29][N:30]([CH:32](N(C)C)[N:33](C)C)C.C(O)(=O)C.C(N)=N.[Na+].[Cl-].C(=O)([O-])[O-].[Na+].[Na+]. Product: [CH2:1]([N:3]([CH2:27][CH3:28])[CH2:4][CH2:5][CH2:6][O:7][C:8]1[N:13]=[CH:12][C:11]([NH:14][C:15]([C:17]2[C:25]3[C:24]4[N:33]=[CH:32][N:30]=[CH:29][C:23]=4[CH2:22][CH2:21][C:20]=3[NH:19][N:18]=2)=[O:16])=[CH:10][CH:9]=1)[CH3:2]. The catalyst class is: 8.